From a dataset of Full USPTO retrosynthesis dataset with 1.9M reactions from patents (1976-2016). Predict the reactants needed to synthesize the given product. (1) Given the product [CH:8]([C:11]1[N:12]=[C:13]([C:16]2[CH:25]=[C:24]([O:26][CH:27]3[CH2:45][CH:44]4[N:29]([C:30](=[O:65])[NH:31][CH2:32][CH2:33][CH2:34][CH2:35][CH2:36][CH:37]=[CH:38][CH:39]5[C:41]([C:47]([NH:49][S:50]([CH:53]6[CH2:55][CH2:54]6)(=[O:52])=[O:51])=[O:48])([NH:42][C:43]4=[O:46])[CH2:40]5)[CH2:28]3)[C:23]3[C:18](=[C:19]([CH3:68])[C:20]([O:66][CH3:67])=[CH:21][CH:22]=3)[N:17]=2)[S:14][CH:15]=1)([CH3:10])[CH3:9], predict the reactants needed to synthesize it. The reactants are: C(O)(C(F)(F)F)=O.[CH:8]([C:11]1[N:12]=[C:13]([C:16]2[CH:25]=[C:24]([O:26][CH:27]3[CH2:45][CH:44]4[N:29]([C:30](=[O:65])[N:31](CC5C=CC(OC)=CC=5)[CH2:32][CH2:33][CH2:34][CH2:35][CH2:36][CH:37]=[CH:38][CH:39]5[C:41]([C:47]([NH:49][S:50]([CH:53]6[CH2:55][CH2:54]6)(=[O:52])=[O:51])=[O:48])([NH:42][C:43]4=[O:46])[CH2:40]5)[CH2:28]3)[C:23]3[C:18](=[C:19]([CH3:68])[C:20]([O:66][CH3:67])=[CH:21][CH:22]=3)[N:17]=2)[S:14][CH:15]=1)([CH3:10])[CH3:9].O.C([O-])(O)=O.[Na+]. (2) Given the product [C:18]([C:15]1[N:16]=[CH:17][C:12]2[CH:11]=[C:10]([CH2:20][C:21]3[CH:22]=[CH:23][C:24]([C:27]([OH:30])=[O:28])=[CH:25][CH:26]=3)[N:9]([CH2:8][CH2:7][CH:1]3[CH2:6][CH2:5][CH2:4][CH2:3][CH2:2]3)[C:13]=2[N:14]=1)#[N:19], predict the reactants needed to synthesize it. The reactants are: [CH:1]1([CH2:7][CH2:8][N:9]2[C:13]3[N:14]=[C:15]([C:18]#[N:19])[N:16]=[CH:17][C:12]=3[CH:11]=[C:10]2[CH2:20][C:21]2[CH:26]=[CH:25][C:24]([CH2:27][OH:28])=[CH:23][CH:22]=2)[CH2:6][CH2:5][CH2:4][CH2:3][CH2:2]1.P([O-])([O-])([O-])=[O:30].[Na+].[Na+].[Na+].[O-]Cl=O.[Na+].[O-]Cl.[Na+]. (3) Given the product [C:1]1([C:7]2[S:8][C:9]3[CH:15]=[C:14]([C:16]([OH:18])=[O:17])[CH:13]=[CH:12][C:10]=3[N:11]=2)[CH:2]=[CH:3][CH:4]=[CH:5][CH:6]=1, predict the reactants needed to synthesize it. The reactants are: [C:1]1([C:7]2[S:8][C:9]3[CH:15]=[C:14]([C:16]([O:18]CC)=[O:17])[CH:13]=[CH:12][C:10]=3[N:11]=2)[CH:6]=[CH:5][CH:4]=[CH:3][CH:2]=1.[Li+].[OH-].Cl.